Task: Predict the product of the given reaction.. Dataset: Forward reaction prediction with 1.9M reactions from USPTO patents (1976-2016) (1) Given the reactants [Br:1][C:2]1[S:10][C:9]2[C:8](=[O:11])[NH:7][C:6]([C@:12]3([CH3:24])[CH2:16][CH2:15][CH2:14][N:13]3[C:17]([O:19][C:20]([CH3:23])([CH3:22])[CH3:21])=[O:18])=[N:5][C:4]=2[CH:3]=1, predict the reaction product. The product is: [Br:1][C:2]1[S:10][C:9]2[C:8](=[O:11])[NH:7][C:6]([C:12]3([CH3:24])[CH2:16][CH2:15][CH2:14][N:13]3[C:17]([O:19][C:20]([CH3:23])([CH3:22])[CH3:21])=[O:18])=[N:5][C:4]=2[CH:3]=1. (2) Given the reactants [Br:1][C:2]1[CH:3]=[N:4][C:5]2[N:6]([N:8]=[C:9]([C:11]([OH:13])=O)[CH:10]=2)[CH:7]=1.[CH3:14][CH:15]1[C:24]2[C:19](=[C:20]([C:25]3[CH:26]=[N:27][CH:28]=[N:29][CH:30]=3)[CH:21]=[CH:22][CH:23]=2)[CH2:18][CH2:17][NH:16]1, predict the reaction product. The product is: [Br:1][C:2]1[CH:3]=[N:4][C:5]2[N:6]([N:8]=[C:9]([C:11]([N:16]3[CH2:17][CH2:18][C:19]4[C:24](=[CH:23][CH:22]=[CH:21][C:20]=4[C:25]4[CH:30]=[N:29][CH:28]=[N:27][CH:26]=4)[CH:15]3[CH3:14])=[O:13])[CH:10]=2)[CH:7]=1. (3) Given the reactants C(OC(=O)[NH:7]C1CCC(NCC2C=C(C3C=NC=CC=3)C=CC=2OC)CC1)(C)(C)C.C(OC(=O)N[CH2:38][CH:39]1[CH2:44][CH2:43][CH:42]([N:45]([C:61]([C:63]2[S:64][C:65]3[C:72]([F:73])=[CH:71][CH:70]=[C:69]([F:74])[C:66]=3[C:67]=2[Cl:68])=[O:62])[CH2:46][C:47]2[CH:52]=[C:51]([C:53]3[CH:58]=[CH:57][N:56]=[CH:55][CH:54]=3)[CH:50]=[CH:49][C:48]=2[O:59][CH3:60])[CH2:41][CH2:40]1)(C)(C)C.Cl, predict the reaction product. The product is: [CH3:60][O:59][C:48]1[CH:49]=[CH:50][C:51]([C:53]2[CH:58]=[CH:57][N:56]=[CH:55][CH:54]=2)=[CH:52][C:47]=1[CH2:46][N:45]([C:42]1([NH2:7])[CH2:41][CH2:40][CH:39]([CH3:38])[CH2:44][CH2:43]1)[C:61]([C:63]1[S:64][C:65]2[C:72]([F:73])=[CH:71][CH:70]=[C:69]([F:74])[C:66]=2[C:67]=1[Cl:68])=[O:62]. (4) Given the reactants [Cl:1][C:2]1[CH:3]=[C:4](/[CH:8]=[CH:9]\[CH2:10][CH2:11][N:12]2[C:16](=[O:17])[C:15]3=[CH:18][CH:19]=[CH:20][CH:21]=[C:14]3[C:13]2=[O:22])[CH:5]=[CH:6][CH:7]=1.II, predict the reaction product. The product is: [Cl:1][C:2]1[CH:3]=[C:4](/[CH:8]=[CH:9]/[CH2:10][CH2:11][N:12]2[C:16](=[O:17])[C:15]3=[CH:18][CH:19]=[CH:20][CH:21]=[C:14]3[C:13]2=[O:22])[CH:5]=[CH:6][CH:7]=1. (5) Given the reactants [NH2:1][C:2]1[CH:10]=[CH:9][C:8]([I:11])=[CH:7][C:3]=1[C:4](O)=[O:5].[CH:12]([NH2:14])=O, predict the reaction product. The product is: [I:11][C:8]1[CH:7]=[C:3]2[C:2](=[CH:10][CH:9]=1)[N:1]=[CH:12][NH:14][C:4]2=[O:5]. (6) Given the reactants [CH3:1][C:2]1[N:11]([C:12]2[CH:17]=[CH:16][C:15]([OH:18])=[CH:14][CH:13]=2)[C:10](=[O:19])[C:9]2[C:4](=[CH:5][CH:6]=[CH:7][CH:8]=2)[N:3]=1.[N:20]1([CH2:26][CH2:27]O)[CH2:25][CH2:24][CH2:23][CH2:22][CH2:21]1.C1(P(C2C=CC=CC=2)C2C=CC=CC=2)C=CC=CC=1.CCOC(/N=N/C(OCC)=O)=O, predict the reaction product. The product is: [CH3:1][C:2]1[N:11]([C:12]2[CH:17]=[CH:16][C:15]([O:18][CH2:27][CH2:26][N:20]3[CH2:25][CH2:24][CH2:23][CH2:22][CH2:21]3)=[CH:14][CH:13]=2)[C:10](=[O:19])[C:9]2[C:4](=[CH:5][CH:6]=[CH:7][CH:8]=2)[N:3]=1. (7) Given the reactants I[C:2]1[C:10]2[C:5](=[N:6][CH:7]=[C:8]([N+:11]([O-:13])=[O:12])[CH:9]=2)[N:4]([CH2:14][C:15]2[CH:20]=[CH:19][C:18]([O:21][CH3:22])=[CH:17][CH:16]=2)[N:3]=1.N1C2C(=CC=C3C=2N=CC=C3)C=CC=1.[F-].[K+].[CH3:39][O:40][CH2:41][CH2:42][OH:43], predict the reaction product. The product is: [CH3:22][O:21][C:18]1[CH:19]=[CH:20][C:15]([CH2:14][N:4]2[C:5]3=[N:6][CH:7]=[C:8]([N+:11]([O-:13])=[O:12])[CH:9]=[C:10]3[C:2]([O:43][CH2:42][CH2:41][O:40][CH3:39])=[N:3]2)=[CH:16][CH:17]=1.